Dataset: Reaction yield outcomes from USPTO patents with 853,638 reactions. Task: Predict the reaction yield, written as a fraction of the theoretical maximum amount of product (1.0 means a 100% yield; for example, 0.34 means a 34% yield). (1) The reactants are C[O:2][C:3](=O)[C:4]1[CH:9]=[CH:8][C:7]([C:10]2[O:11][CH:12]=[CH:13][N:14]=2)=[CH:6][CH:5]=1.CC(C[AlH]CC(C)C)C. The catalyst is C(Cl)Cl. The product is [O:11]1[CH:12]=[CH:13][N:14]=[C:10]1[C:7]1[CH:6]=[CH:5][C:4]([CH2:3][OH:2])=[CH:9][CH:8]=1. The yield is 0.890. (2) The reactants are [CH3:1][O:2][CH2:3][CH2:4][CH2:5][N:6]1[C:14]2[C:9](=[CH:10][CH:11]=[C:12]([CH2:15][C@H:16]([CH:19]([CH3:21])[CH3:20])[CH2:17]O)[CH:13]=2)[CH:8]=[N:7]1.C1C=CC(P(C2C=CC=CC=2)C2C=CC=CC=2)=CC=1.C1C(=O)N([Br:48])C(=O)C1. The catalyst is C(Cl)Cl. The product is [Br:48][CH2:17][C@@H:16]([CH:19]([CH3:21])[CH3:20])[CH2:15][C:12]1[CH:13]=[C:14]2[C:9]([CH:8]=[N:7][N:6]2[CH2:5][CH2:4][CH2:3][O:2][CH3:1])=[CH:10][CH:11]=1. The yield is 0.620. (3) The reactants are C(=O)([O-])[O-].[Ca+2].[C:6](Cl)(Cl)=[S:7].[Br:10][C:11]1[C:17]([F:18])=[CH:16][C:14]([NH2:15])=[CH:13][C:12]=1[Cl:19].Cl. The catalyst is ClCCl.O. The product is [Br:10][C:11]1[C:17]([F:18])=[CH:16][C:14]([N:15]=[C:6]=[S:7])=[CH:13][C:12]=1[Cl:19]. The yield is 0.870.